Predict which catalyst facilitates the given reaction. From a dataset of Catalyst prediction with 721,799 reactions and 888 catalyst types from USPTO. (1) Reactant: [CH3:1][O:2][C:3]1[N:8]=[C:7]2[NH:9][N:10]=[CH:11][C:6]2=[CH:5][C:4]=1[N+:12]([O-])=O.C(O)C. Product: [CH3:1][O:2][C:3]1[N:8]=[C:7]2[NH:9][N:10]=[CH:11][C:6]2=[CH:5][C:4]=1[NH2:12]. The catalyst class is: 304. (2) Reactant: [NH:1]1[C:9]2[C:4](=[CH:5][CH:6]=[CH:7][CH:8]=2)[CH:3]=[C:2]1[C:10]([OH:12])=O.C([Cl:16])(=O)C.P(Cl)(Cl)(Cl)(Cl)Cl. Product: [NH:1]1[C:9]2[C:4](=[CH:5][CH:6]=[CH:7][CH:8]=2)[CH:3]=[C:2]1[C:10]([Cl:16])=[O:12]. The catalyst class is: 28. (3) Reactant: [I:1][C:2]1[CH:7]=[CH:6][C:5]([C@H:8]2[C@@H:13]([C:14]([O:16]CC)=[O:15])[CH2:12][CH2:11][O:10][CH2:9]2)=[CH:4][CH:3]=1.Cl. Product: [I:1][C:2]1[CH:7]=[CH:6][C:5]([C@H:8]2[C@@H:13]([C:14]([OH:16])=[O:15])[CH2:12][CH2:11][O:10][CH2:9]2)=[CH:4][CH:3]=1. The catalyst class is: 12. (4) Reactant: [C:1]([N:5]1[CH2:22][CH:21]([CH2:23][OH:24])[O:20][C:7]2([CH2:12][CH2:11][N:10]([C:13]([O:15][C:16]([CH3:19])([CH3:18])[CH3:17])=[O:14])[CH2:9][CH2:8]2)[CH2:6]1)([CH3:4])([CH3:3])[CH3:2].[H-].[Na+].[CH3:27]I. Product: [C:1]([N:5]1[CH2:22][CH:21]([CH2:23][O:24][CH3:27])[O:20][C:7]2([CH2:12][CH2:11][N:10]([C:13]([O:15][C:16]([CH3:17])([CH3:18])[CH3:19])=[O:14])[CH2:9][CH2:8]2)[CH2:6]1)([CH3:2])([CH3:3])[CH3:4]. The catalyst class is: 9.